From a dataset of NCI-60 drug combinations with 297,098 pairs across 59 cell lines. Regression. Given two drug SMILES strings and cell line genomic features, predict the synergy score measuring deviation from expected non-interaction effect. (1) Drug 1: CC1CCC2CC(C(=CC=CC=CC(CC(C(=O)C(C(C(=CC(C(=O)CC(OC(=O)C3CCCCN3C(=O)C(=O)C1(O2)O)C(C)CC4CCC(C(C4)OC)O)C)C)O)OC)C)C)C)OC. Drug 2: C1CN(CCN1C(=O)CCBr)C(=O)CCBr. Cell line: OVCAR-8. Synergy scores: CSS=31.9, Synergy_ZIP=-9.35, Synergy_Bliss=-1.61, Synergy_Loewe=-2.61, Synergy_HSA=2.47. (2) Drug 1: C1=CN(C(=O)N=C1N)C2C(C(C(O2)CO)O)O.Cl. Drug 2: CC1CCCC2(C(O2)CC(NC(=O)CC(C(C(=O)C(C1O)C)(C)C)O)C(=CC3=CSC(=N3)C)C)C. Cell line: MCF7. Synergy scores: CSS=16.8, Synergy_ZIP=-3.53, Synergy_Bliss=-6.68, Synergy_Loewe=-12.1, Synergy_HSA=-5.95. (3) Drug 1: C1=CC(=CC=C1C#N)C(C2=CC=C(C=C2)C#N)N3C=NC=N3. Drug 2: C(=O)(N)NO. Cell line: HCT-15. Synergy scores: CSS=6.40, Synergy_ZIP=-3.03, Synergy_Bliss=-5.10, Synergy_Loewe=2.92, Synergy_HSA=-4.25.